This data is from Catalyst prediction with 721,799 reactions and 888 catalyst types from USPTO. The task is: Predict which catalyst facilitates the given reaction. (1) Reactant: C(O[C:6]([N:8]1[CH2:13][CH2:12][C:11]2([CH2:18][CH2:17][CH:16]([O:19][C:20]3[CH:25]=[CH:24][C:23]([Cl:26])=[C:22]([Cl:27])[CH:21]=3)[CH2:15][CH2:14]2)[CH2:10][CH2:9]1)=O)(C)(C)C.C=O.C(O[BH-](OC(=O)C)OC(=O)C)(=O)C.[Na+]. Product: [Cl:27][C:22]1[CH:21]=[C:20]([CH:25]=[CH:24][C:23]=1[Cl:26])[O:19][CH:16]1[CH2:17][CH2:18][C:11]2([CH2:10][CH2:9][N:8]([CH3:6])[CH2:13][CH2:12]2)[CH2:14][CH2:15]1. The catalyst class is: 68. (2) Reactant: C(OC([NH:8][CH2:9]/[C:10](/[CH2:13][C:14]1[CH:19]=[CH:18][C:17]([O:20]C)=[CH:16][CH:15]=1)=[CH:11]\[F:12])=O)(C)(C)C.B(Br)(Br)[Br:23]. Product: [BrH:23].[F:12]/[CH:11]=[C:10](/[CH2:13][C:14]1[CH:15]=[CH:16][C:17]([OH:20])=[CH:18][CH:19]=1)\[CH2:9][NH2:8]. The catalyst class is: 4. (3) Product: [CH3:18][C:17]1[C:7]2[C:6](=[O:19])[N:5]([CH2:4][CH2:3][CH2:2][NH:1][C:36]([NH:35][C:29]3[CH:34]=[CH:33][CH:32]=[CH:31][CH:30]=3)=[O:37])[C:14]3[CH:13]=[CH:12][CH:11]=[CH:10][C:9]=3[C:8]=2[NH:15][N:16]=1. The catalyst class is: 39. Reactant: [NH2:1][CH2:2][CH2:3][CH2:4][N:5]1[C:14]2[CH:13]=[CH:12][CH:11]=[CH:10][C:9]=2[C:8]2[NH:15][N:16]=[C:17]([CH3:18])[C:7]=2[C:6]1=[O:19].C(N(C(C)C)CC)(C)C.[C:29]1([N:35]=[C:36]=[O:37])[CH:34]=[CH:33][CH:32]=[CH:31][CH:30]=1. (4) Reactant: [C:1](Cl)(=O)C(Cl)=O.C([O:10][C:11]1[C:19]([O:20][CH3:21])=[CH:18][C:14]([C:15]([OH:17])=[O:16])=[C:13]([N+:22]([O-:24])=[O:23])[C:12]=1[O:25][CH3:26])(=O)C. Product: [CH3:26][O:25][C:12]1[C:13]([N+:22]([O-:24])=[O:23])=[C:14]([CH:18]=[C:19]([O:20][CH3:21])[C:11]=1[OH:10])[C:15]([O:17][CH3:1])=[O:16]. The catalyst class is: 198. (5) Reactant: CCN(C(C)C)C(C)C.C1C=CC2N(O)N=NC=2C=1.CCN=C=NCCCN(C)C.[N:31]1[CH:36]=[CH:35][CH:34]=[C:33]([N:37]2[CH:41]=[C:40]([C:42]([OH:44])=O)[N:39]=[N:38]2)[CH:32]=1.Cl.[NH2:46][CH2:47][C:48]([N:50]1[CH2:55][CH2:54][N:53]([C:56](=[O:65])[C:57]2[CH:62]=[C:61]([F:63])[CH:60]=[CH:59][C:58]=2[Cl:64])[CH2:52][CH2:51]1)=[O:49].ClC1C=CC(F)=CC=1C(O)=O. Product: [Cl:64][C:58]1[CH:59]=[CH:60][C:61]([F:63])=[CH:62][C:57]=1[C:56]([N:53]1[CH2:52][CH2:51][N:50]([C:48](=[O:49])[CH2:47][NH:46][C:42]([C:40]2[N:39]=[N:38][N:37]([C:33]3[CH:32]=[N:31][CH:36]=[CH:35][CH:34]=3)[CH:41]=2)=[O:44])[CH2:55][CH2:54]1)=[O:65]. The catalyst class is: 18. (6) Reactant: [Li+].[CH3:2]C([N-]C(C)C)C.[CH3:9][Si:10]([C:13]#[C:14][C:15]1[CH:20]=[CH:19][CH:18]=[CH:17][C:16]=1[CH2:21][C:22]([O:24][CH3:25])=[O:23])([CH3:12])[CH3:11].CI. Product: [CH3:11][Si:10]([C:13]#[C:14][C:15]1[CH:20]=[CH:19][CH:18]=[CH:17][C:16]=1[CH:21]([CH3:2])[C:22]([O:24][CH3:25])=[O:23])([CH3:12])[CH3:9]. The catalyst class is: 1. (7) Reactant: [Cl:1][C:2]1[CH:7]=[CH:6][C:5]([C:8]([NH:10][NH2:11])=[O:9])=[CH:4][CH:3]=1.[CH2:12]([N:15]=[C:16]=[O:17])[CH:13]=[CH2:14].C(OCC)C. Product: [Cl:1][C:2]1[CH:3]=[CH:4][C:5]([C:8]([NH:10][NH:11][C:16]([NH:15][CH2:12][CH:13]=[CH2:14])=[O:17])=[O:9])=[CH:6][CH:7]=1. The catalyst class is: 7. (8) Reactant: [CH3:1][CH:2]1[CH2:12][N:11]([C@@H:13]2[CH2:18][CH2:17][CH2:16][N:15]([C:19]([O:21][C:22]([CH3:25])([CH3:24])[CH3:23])=[O:20])[CH2:14]2)[C:10]2[C:26]3[C:3]1=[CH:4][N:5](COCC[Si](C)(C)C)[C:6]=3[N:7]=[CH:8][N:9]=2.C=C1CN([C@@H]2CCCN(C(OC(C)(C)C)=O)C2)C2C3C1=CNC=3N=CN=2. Product: [CH3:1][CH:2]1[CH2:12][N:11]([C@@H:13]2[CH2:18][CH2:17][CH2:16][N:15]([C:19]([O:21][C:22]([CH3:25])([CH3:24])[CH3:23])=[O:20])[CH2:14]2)[C:10]2[C:26]3[C:3]1=[CH:4][NH:5][C:6]=3[N:7]=[CH:8][N:9]=2. The catalyst class is: 63.